Dataset: Full USPTO retrosynthesis dataset with 1.9M reactions from patents (1976-2016). Task: Predict the reactants needed to synthesize the given product. (1) The reactants are: [NH2:1][C:2]1[CH:7]=[CH:6][C:5]([C:8]([N:10]2[CH2:15][CH2:14][N:13]([CH2:16][C:17]3[CH:22]=[CH:21][C:20]([C:23]([OH:32])([C:28]([F:31])([F:30])[F:29])[C:24]([F:27])([F:26])[F:25])=[CH:19][CH:18]=3)[CH2:12][CH2:11]2)=[O:9])=[CH:4][C:3]=1[F:33].[CH:34]([N:37]([CH2:41]C)C(C)C)([CH3:36])[CH3:35].ClC(Cl)([O:46]C(=O)OC(Cl)(Cl)Cl)Cl.C(N)(C)C. Given the product [F:33][C:3]1[CH:4]=[C:5]([C:8]([N:10]2[CH2:11][CH2:12][N:13]([CH2:16][C:17]3[CH:22]=[CH:21][C:20]([C:23]([OH:32])([C:24]([F:25])([F:26])[F:27])[C:28]([F:30])([F:31])[F:29])=[CH:19][CH:18]=3)[CH2:14][CH2:15]2)=[O:9])[CH:6]=[CH:7][C:2]=1[NH:1][C:41]([NH:37][CH:34]([CH3:36])[CH3:35])=[O:46], predict the reactants needed to synthesize it. (2) Given the product [C:6]([O:10][C:11]([N:13]1[CH2:17][C@H:16]([S:42][C:39]2[CH:38]=[CH:37][C:36]([N:31]3[CH:35]=[CH:34][N:33]=[CH:32]3)=[CH:41][CH:40]=2)[CH2:15][C@H:14]1[C:23](=[O:30])[NH:24][C:25]1([C:28]#[N:29])[CH2:27][CH2:26]1)=[O:12])([CH3:9])([CH3:8])[CH3:7], predict the reactants needed to synthesize it. The reactants are: S([O-])(=O)(=O)C.[C:6]([O:10][C:11]([N:13]1[CH2:17][C@@H:16](OS(C)(=O)=O)[CH2:15][C@H:14]1[C:23](=[O:30])[NH:24][C:25]1([C:28]#[N:29])[CH2:27][CH2:26]1)=[O:12])([CH3:9])([CH3:8])[CH3:7].[N:31]1([C:36]2[CH:41]=[CH:40][C:39]([SH:42])=[CH:38][CH:37]=2)[CH:35]=[CH:34][N:33]=[CH:32]1. (3) Given the product [C:19]([O:18][C:17]([NH:16][CH2:15][CH2:14][NH:13][C:1](=[O:2])[NH:38][C:39]1[CH:43]=[N:42][N:41]2[CH2:44][CH2:45][N:46]([C:47]([C:60]3[CH:65]=[CH:64][CH:63]=[CH:62][CH:61]=3)([C:54]3[CH:59]=[CH:58][CH:57]=[CH:56][CH:55]=3)[C:48]3[CH:53]=[CH:52][CH:51]=[CH:50][CH:49]=3)[C:40]=12)=[O:23])([CH3:20])([CH3:22])[CH3:21], predict the reactants needed to synthesize it. The reactants are: [C:1](N1C=CN=C1)(N1C=CN=C1)=[O:2].[NH2:13][CH2:14][CH2:15][NH:16][C:17](=[O:23])[O:18][C:19]([CH3:22])([CH3:21])[CH3:20].C(N(C(C)C)C(C)C)C.S(=O)(=O)(O)O.[NH2:38][C:39]1[CH:43]=[N:42][N:41]2[CH2:44][CH2:45][NH:46][C:40]=12.[C:47](Cl)([C:60]1[CH:65]=[CH:64][CH:63]=[CH:62][CH:61]=1)([C:54]1[CH:59]=[CH:58][CH:57]=[CH:56][CH:55]=1)[C:48]1[CH:53]=[CH:52][CH:51]=[CH:50][CH:49]=1. (4) Given the product [Cl:16][C:17]1[N:22]=[C:21]([NH:1][C:2]2[CH:7]=[CH:6][CH:5]=[CH:4][C:3]=2[S:8]([N:11]([CH3:13])[CH3:12])(=[O:10])=[O:9])[C:20]([Cl:24])=[CH:19][N:18]=1, predict the reactants needed to synthesize it. The reactants are: [NH2:1][C:2]1[CH:7]=[CH:6][CH:5]=[CH:4][C:3]=1[S:8]([N:11]([CH3:13])[CH3:12])(=[O:10])=[O:9].[H-].[Na+].[Cl:16][C:17]1[N:22]=[C:21](Cl)[C:20]([Cl:24])=[CH:19][N:18]=1. (5) Given the product [CH3:29][N:30]1[CH2:31][CH2:32][N:33]([C:36]2[CH:41]=[CH:40][C:39]([NH:42][CH:2]=[C:3]3[C:11]4[C:6](=[CH:7][C:8]([C:12]([C:14]5[CH:15]=[CH:16][C:17]([NH:20][C:21]([C:23]6[S:24][CH:25]=[CH:26][CH:27]=6)=[O:22])=[CH:18][CH:19]=5)=[O:13])=[CH:9][CH:10]=4)[NH:5][C:4]3=[O:28])=[CH:38][CH:37]=2)[CH2:34][CH2:35]1, predict the reactants needed to synthesize it. The reactants are: O[CH:2]=[C:3]1[C:11]2[C:6](=[CH:7][C:8]([C:12]([C:14]3[CH:19]=[CH:18][C:17]([NH:20][C:21]([C:23]4[S:24][CH:25]=[CH:26][CH:27]=4)=[O:22])=[CH:16][CH:15]=3)=[O:13])=[CH:9][CH:10]=2)[NH:5][C:4]1=[O:28].[CH3:29][N:30]1[CH2:35][CH2:34][N:33]([C:36]2[CH:41]=[CH:40][C:39]([NH2:42])=[CH:38][CH:37]=2)[CH2:32][CH2:31]1. (6) Given the product [O:11]=[C:7]1[CH2:8][CH2:9][CH2:10][CH:6]1[CH2:5][C:4]([OH:17])=[O:3], predict the reactants needed to synthesize it. The reactants are: C([O:3][C:4](=[O:17])[CH2:5][C:6]1(C(OCC)=O)[CH2:10][CH2:9][CH2:8][C:7]1=[O:11])C. (7) Given the product [C:42]1([S:48]([O:1][C:2]2[CH:10]=[CH:9][C:8]([C:11]3[N:12]([C:27]([O:29][C:30]([CH3:31])([CH3:33])[CH3:32])=[O:28])[C:13]4[C:18]([CH:19]=3)=[CH:17][C:16]([CH2:20][N:21]3[CH2:26][CH2:25][CH2:24][CH2:23][CH2:22]3)=[CH:15][CH:14]=4)=[C:7]3[C:3]=2[CH2:4][NH:5][C:6]3=[O:34])(=[O:50])=[O:49])[CH:47]=[CH:46][CH:45]=[CH:44][CH:43]=1, predict the reactants needed to synthesize it. The reactants are: [OH:1][C:2]1[CH:10]=[CH:9][C:8]([C:11]2[N:12]([C:27]([O:29][C:30]([CH3:33])([CH3:32])[CH3:31])=[O:28])[C:13]3[C:18]([CH:19]=2)=[CH:17][C:16]([CH2:20][N:21]2[CH2:26][CH2:25][CH2:24][CH2:23][CH2:22]2)=[CH:15][CH:14]=3)=[C:7]2[C:3]=1[CH2:4][NH:5][C:6]2=[O:34].C(N(CC)CC)C.[C:42]1([S:48](Cl)(=[O:50])=[O:49])[CH:47]=[CH:46][CH:45]=[CH:44][CH:43]=1. (8) Given the product [Cl:22][CH2:16][C:12]1[CH:11]=[C:10]([CH:15]=[CH:14][CH:13]=1)[O:9][C:6]1[CH:5]=[CH:4][C:3]([C:2]([F:19])([F:18])[F:1])=[CH:8][N:7]=1, predict the reactants needed to synthesize it. The reactants are: [F:1][C:2]([F:19])([F:18])[C:3]1[CH:4]=[CH:5][C:6]([O:9][C:10]2[CH:11]=[C:12]([CH2:16]O)[CH:13]=[CH:14][CH:15]=2)=[N:7][CH:8]=1.S(Cl)([Cl:22])=O.C1(C)C=CC=CC=1.